From a dataset of Catalyst prediction with 721,799 reactions and 888 catalyst types from USPTO. Predict which catalyst facilitates the given reaction. (1) Reactant: [Br:1][C:2]1[CH:8]=[C:7]([C:9]2[CH:14]=[CH:13][N:12]=[CH:11][CH:10]=2)[CH:6]=[CH:5][C:3]=1[NH2:4].[C:15]([O:19][C:20]([NH:22][C@H:23]([CH2:27][CH:28]([CH3:30])[CH3:29])[C:24](O)=[O:25])=[O:21])([CH3:18])([CH3:17])[CH3:16].O=P(Cl)(Cl)Cl. Product: [C:15]([O:19][C:20](=[O:21])[NH:22][C@H:23]([CH2:27][CH:28]([CH3:29])[CH3:30])[C:24]([NH:4][C:3]1[CH:5]=[CH:6][C:7]([C:9]2[CH:10]=[CH:11][N:12]=[CH:13][CH:14]=2)=[CH:8][C:2]=1[Br:1])=[O:25])([CH3:18])([CH3:17])[CH3:16]. The catalyst class is: 17. (2) Reactant: C([O:8][C:9]([C:11]1[O:15][C:14](=[O:16])[O:13][C:12]=1[CH:17]1[CH2:21][CH2:20][CH2:19][N:18]1[C:22]([O:24][C:25]([CH3:28])([CH3:27])[CH3:26])=[O:23])=[O:10])C1C=CC=CC=1.[H][H]. Product: [C:25]([O:24][C:22]([N:18]1[CH2:19][CH2:20][CH2:21][CH:17]1[C:12]1[O:13][C:14](=[O:16])[O:15][C:11]=1[C:9]([OH:10])=[O:8])=[O:23])([CH3:28])([CH3:26])[CH3:27]. The catalyst class is: 261.